From a dataset of Merck oncology drug combination screen with 23,052 pairs across 39 cell lines. Regression. Given two drug SMILES strings and cell line genomic features, predict the synergy score measuring deviation from expected non-interaction effect. Drug 1: COC1=C2CC(C)CC(OC)C(O)C(C)C=C(C)C(OC(N)=O)C(OC)C=CC=C(C)C(=O)NC(=CC1=O)C2=O. Drug 2: CCc1cnn2c(NCc3ccc[n+]([O-])c3)cc(N3CCCCC3CCO)nc12. Cell line: UWB1289. Synergy scores: synergy=-22.4.